Dataset: Peptide-MHC class I binding affinity with 185,985 pairs from IEDB/IMGT. Task: Regression. Given a peptide amino acid sequence and an MHC pseudo amino acid sequence, predict their binding affinity value. This is MHC class I binding data. (1) The peptide sequence is PSDFFYLLF. The MHC is HLA-B38:01 with pseudo-sequence HLA-B38:01. The binding affinity (normalized) is 0.0847. (2) The peptide sequence is SMMSMYGKA. The MHC is HLA-A68:02 with pseudo-sequence HLA-A68:02. The binding affinity (normalized) is 0.135. (3) The peptide sequence is FNKKTFDHTLM. The MHC is H-2-Db with pseudo-sequence H-2-Db. The binding affinity (normalized) is 0.0427.